This data is from Choline transporter screen with 302,306 compounds. The task is: Binary Classification. Given a drug SMILES string, predict its activity (active/inactive) in a high-throughput screening assay against a specified biological target. (1) The molecule is Clc1c(nc(S(=O)(=O)Cc2ccc(cc2)C)nc1)C(=O)Nc1sc(nn1)C. The result is 1 (active). (2) The result is 0 (inactive). The drug is S(=O)(=O)(Nc1cc(c(N2CCOCC2)cc1)C(OC)=O)c1c2c(c(cc1)C)cccc2.